Dataset: Catalyst prediction with 721,799 reactions and 888 catalyst types from USPTO. Task: Predict which catalyst facilitates the given reaction. Reactant: [F:1][C:2]([F:27])([F:26])[CH2:3][NH:4][C:5]([C:7]1([CH2:21][CH2:22][CH2:23][CH2:24][Br:25])[C:20]2[CH:19]=[CH:18][CH:17]=[CH:16][C:15]=2[S:14][C:13]2[C:8]1=[CH:9][CH:10]=[CH:11][CH:12]=2)=[O:6].ClC1C=CC=C(C(OO)=[O:36])C=1.O. Product: [O:36]=[S:14]1[C:15]2[C:20](=[CH:19][CH:18]=[CH:17][CH:16]=2)[C:7]([CH2:21][CH2:22][CH2:23][CH2:24][Br:25])([C:5](=[O:6])[NH:4][CH2:3][C:2]([F:1])([F:26])[F:27])[C:8]2[CH:9]=[CH:10][CH:11]=[CH:12][C:13]1=2. The catalyst class is: 4.